This data is from Full USPTO retrosynthesis dataset with 1.9M reactions from patents (1976-2016). The task is: Predict the reactants needed to synthesize the given product. Given the product [C:1]1([S:7]([N:10]2[C:18]3[C:13](=[N:14][C:15]([C:38]4[CH:39]=[CH:40][C:35]([CH3:34])=[CH:36][CH:37]=4)=[C:16]([C:19]4[CH:26]=[CH:25][C:22]([C:23]#[N:24])=[CH:21][CH:20]=4)[CH:17]=3)[CH:12]=[CH:11]2)(=[O:9])=[O:8])[CH:6]=[CH:5][CH:4]=[CH:3][CH:2]=1, predict the reactants needed to synthesize it. The reactants are: [C:1]1([S:7]([N:10]2[C:18]3[C:13](=[N:14][C:15](Cl)=[C:16]([C:19]4[CH:26]=[CH:25][C:22]([C:23]#[N:24])=[CH:21][CH:20]=4)[CH:17]=3)[CH:12]=[CH:11]2)(=[O:9])=[O:8])[CH:6]=[CH:5][CH:4]=[CH:3][CH:2]=1.C(=O)([O-])[O-].[Na+].[Na+].[CH3:34][C:35]1[CH:40]=[CH:39][C:38](B(O)O)=[CH:37][CH:36]=1.